Predict which catalyst facilitates the given reaction. From a dataset of Catalyst prediction with 721,799 reactions and 888 catalyst types from USPTO. (1) Reactant: C(OCCC[N:9]([C:26]1[CH:31]=[CH:30][C:29]([N+:32]([O-:34])=[O:33])=[CH:28][C:27]=1OC)[S:10]([C:13]1[CH:14]=[C:15]([C:19]2[CH:24]=[CH:23][C:22]([F:25])=[CH:21][CH:20]=2)[CH:16]=[CH:17][CH:18]=1)(=[O:12])=[O:11])(C)(C)C.[H-].[Na+].Br[CH2:40][C:41]([O:43][CH2:44][CH3:45])=[O:42]. Product: [CH2:44]([O:43][C:41](=[O:42])[CH2:40][N:9]([S:10]([C:13]1[CH:14]=[C:15]([C:19]2[CH:24]=[CH:23][C:22]([F:25])=[CH:21][CH:20]=2)[CH:16]=[CH:17][CH:18]=1)(=[O:11])=[O:12])[C:26]1[CH:27]=[CH:28][C:29]([N+:32]([O-:34])=[O:33])=[CH:30][CH:31]=1)[CH3:45]. The catalyst class is: 1. (2) Reactant: [C:1]1([CH:7]2[CH:12]([C:13]([O:15][CH2:16][CH3:17])=[O:14])[CH2:11][CH2:10][CH2:9][NH:8]2)[CH:6]=[CH:5][CH:4]=[CH:3][CH:2]=1.[OH-].[Na+].[CH3:20][C:21]([O:24][C:25](O[C:25]([O:24][C:21]([CH3:23])([CH3:22])[CH3:20])=[O:26])=[O:26])([CH3:23])[CH3:22]. Product: [C:1]1([CH:7]2[CH:12]([C:13]([O:15][CH2:16][CH3:17])=[O:14])[CH2:11][CH2:10][CH2:9][N:8]2[C:25]([O:24][C:21]([CH3:23])([CH3:22])[CH3:20])=[O:26])[CH:2]=[CH:3][CH:4]=[CH:5][CH:6]=1. The catalyst class is: 1.